Predict the reactants needed to synthesize the given product. From a dataset of Full USPTO retrosynthesis dataset with 1.9M reactions from patents (1976-2016). (1) The reactants are: Cl.[OH:2][CH2:3][CH2:4][O:5][C:6]1([C:12]2[CH:17]=[CH:16][CH:15]=[CH:14][CH:13]=2)[CH2:11][CH2:10][NH:9][CH2:8][CH2:7]1.Cl.[C:19]([N:27]1[CH2:32][CH2:31][CH2:30][C:29]([C:49]2[CH:54]=[CH:53][C:52]([Cl:55])=[C:51]([Cl:56])[CH:50]=2)([CH2:33][CH2:34][CH2:35]N2CCC(C(N3CCCC3)=O)CC2)[CH2:28]1)(=[O:26])[C:20]1[CH:25]=[CH:24][CH:23]=[CH:22][CH:21]=1.C([O-])([O-])=O.[K+].[K+].Cl. Given the product [OH2:2].[ClH:55].[C:19]([N:27]1[CH2:32][CH2:31][CH2:30][C:29]([C:49]2[CH:54]=[CH:53][C:52]([Cl:55])=[C:51]([Cl:56])[CH:50]=2)([CH2:33][CH2:34][CH2:35][N:9]2[CH2:8][CH2:7][C:6]([O:5][CH2:4][CH2:3][OH:2])([C:12]3[CH:17]=[CH:16][CH:15]=[CH:14][CH:13]=3)[CH2:11][CH2:10]2)[CH2:28]1)(=[O:26])[C:20]1[CH:21]=[CH:22][CH:23]=[CH:24][CH:25]=1, predict the reactants needed to synthesize it. (2) The reactants are: [C:1]([O:4][C:5]1[C:10]([C:11]([CH3:14])([CH3:13])[CH3:12])=[CH:9][C:8]([O:15]C)=[CH:7][C:6]=1[C:17]([CH3:20])([CH3:19])[CH3:18])(=[O:3])[CH3:2].[I-].[Na+].C[Si](Cl)(C)C.O. Given the product [C:1]([O:4][C:5]1[C:10]([C:11]([CH3:13])([CH3:12])[CH3:14])=[CH:9][C:8]([OH:15])=[CH:7][C:6]=1[C:17]([CH3:20])([CH3:19])[CH3:18])(=[O:3])[CH3:2], predict the reactants needed to synthesize it. (3) Given the product [OH:3][N:2]1[C:9](=[O:10])[C:8]2[C:7](=[CH:15][CH:14]=[CH:13][CH:12]=2)[C:6]1=[O:11], predict the reactants needed to synthesize it. The reactants are: Cl.[NH2:2][OH:3].[OH-].[Na+].[C:6]1(=O)[O:11][C:9](=[O:10])[C:8]2=[CH:12][CH:13]=[CH:14][CH:15]=[C:7]12. (4) Given the product [Br:12][C:8]1[C:9]([CH3:11])=[CH:10][C:2]([OH:1])=[C:3]([CH:7]=1)[C:4]([OH:6])=[O:5], predict the reactants needed to synthesize it. The reactants are: [OH:1][C:2]1[CH:10]=[C:9]([CH3:11])[CH:8]=[CH:7][C:3]=1[C:4]([OH:6])=[O:5].[Br:12]Br. (5) Given the product [CH3:1][O:2][C:3]1[C:4]([CH3:33])=[C:5]([C:24]([O:31][CH3:32])=[C:25]([O:29][CH3:30])[C:26]=1[O:27][CH3:28])[CH2:6][C:7]1[CH:8]=[CH:9][C:10]([O:16][CH2:17][C:18]2[CH:23]=[CH:22][CH:21]=[CH:20][CH:19]=2)=[C:11]([CH:15]=1)[C:12]([O:14][CH3:34])=[O:13], predict the reactants needed to synthesize it. The reactants are: [CH3:1][O:2][C:3]1[C:4]([CH3:33])=[C:5]([C:24]([O:31][CH3:32])=[C:25]([O:29][CH3:30])[C:26]=1[O:27][CH3:28])[CH2:6][C:7]1[CH:8]=[CH:9][C:10]([O:16][CH2:17][C:18]2[CH:23]=[CH:22][CH:21]=[CH:20][CH:19]=2)=[C:11]([CH:15]=1)[C:12]([OH:14])=[O:13].[CH3:34][Si](C=[N+]=[N-])(C)C.C(O)(=O)C. (6) Given the product [C:1]1([CH2:7][CH2:8][CH2:9][CH:10]2[CH2:11][CH2:12][N:13]([CH2:16][CH2:17][C:18](=[O:27])[CH2:19][CH2:20][CH2:21][CH2:22][CH3:23])[CH2:14][CH2:15]2)[CH:6]=[CH:5][CH:4]=[CH:3][CH:2]=1, predict the reactants needed to synthesize it. The reactants are: [C:1]1([CH2:7][CH2:8][CH2:9][CH:10]2[CH2:15][CH2:14][NH:13][CH2:12][CH2:11]2)[CH:6]=[CH:5][CH:4]=[CH:3][CH:2]=1.[C:16](=O)=[CH:17][CH2:18][CH2:19][CH2:20][CH2:21][CH2:22][CH3:23].C([OH:27])C. (7) Given the product [Cl:31][C:29]1[CH:28]=[CH:27][C:25]2[NH:26][C:22]([CH:20]3[CH2:19][N:18]([C:13]4[CH:12]=[CH:11][N:10]=[C:9]([Cl:8])[N:14]=4)[CH2:21]3)=[N:23][C:24]=2[CH:30]=1, predict the reactants needed to synthesize it. The reactants are: C(N(CC)CC)C.[Cl:8][C:9]1[N:14]=[C:13](Cl)[CH:12]=[CH:11][N:10]=1.Cl.Cl.[NH:18]1[CH2:21][CH:20]([C:22]2[NH:26][C:25]3[CH:27]=[CH:28][C:29]([Cl:31])=[CH:30][C:24]=3[N:23]=2)[CH2:19]1.C(OCC)(=O)C. (8) Given the product [S:7]1[C:11]2[CH:12]=[C:13]([N:16]3[CH2:20][CH2:19][N:18]([C:21]4[CH:22]=[N:23][CH:24]=[CH:25][C:26]=4[CH2:27][N:1]4[CH2:6][CH2:5][O:4][CH2:3][CH2:2]4)[C:17]3=[O:29])[CH:14]=[CH:15][C:10]=2[N:9]=[CH:8]1, predict the reactants needed to synthesize it. The reactants are: [NH:1]1[CH2:6][CH2:5][O:4][CH2:3][CH2:2]1.[S:7]1[C:11]2[CH:12]=[C:13]([N:16]3[CH2:20][CH2:19][N:18]([C:21]4[CH:22]=[N:23][CH:24]=[CH:25][C:26]=4[CH:27]=O)[C:17]3=[O:29])[CH:14]=[CH:15][C:10]=2[N:9]=[CH:8]1.[BH-](OC(C)=O)(OC(C)=O)OC(C)=O.[Na+].CO.